Dataset: Reaction yield outcomes from USPTO patents with 853,638 reactions. Task: Predict the reaction yield, written as a fraction of the theoretical maximum amount of product (1.0 means a 100% yield; for example, 0.34 means a 34% yield). The reactants are [Cl-].[C:2]([C:4]1[C:16]([N+:17]([O-])=O)=[CH:15][CH:14]=[CH:13][C:5]=1[O:6][CH2:7][C@@H:8]1[CH2:12][CH2:11][CH2:10][NH2+:9]1)#[N:3].[CH3:20][N:21]=[C:22]=[O:23]. The yield is 0.530. No catalyst specified. The product is [NH2:17][C:16]1[C:4]([C:2]#[N:3])=[C:5]([CH:13]=[CH:14][CH:15]=1)[O:6][CH2:7][C@@H:8]1[CH2:12][CH2:11][CH2:10][N:9]1[C:22]([NH:21][CH3:20])=[O:23].